From a dataset of NCI-60 drug combinations with 297,098 pairs across 59 cell lines. Regression. Given two drug SMILES strings and cell line genomic features, predict the synergy score measuring deviation from expected non-interaction effect. Drug 1: C1CCN(CC1)CCOC2=CC=C(C=C2)C(=O)C3=C(SC4=C3C=CC(=C4)O)C5=CC=C(C=C5)O. Drug 2: CC1=C(C=C(C=C1)NC2=NC=CC(=N2)N(C)C3=CC4=NN(C(=C4C=C3)C)C)S(=O)(=O)N.Cl. Cell line: MOLT-4. Synergy scores: CSS=12.8, Synergy_ZIP=7.95, Synergy_Bliss=12.2, Synergy_Loewe=7.46, Synergy_HSA=7.62.